Dataset: Full USPTO retrosynthesis dataset with 1.9M reactions from patents (1976-2016). Task: Predict the reactants needed to synthesize the given product. (1) Given the product [Cl:25][C:22]1[CH:21]=[CH:20][C:19]([C:18]([N:9]2[C:10]3[C:15](=[CH:14][C:13]([O:16][CH3:17])=[CH:12][CH:11]=3)[C:7]([CH2:6][C:5]([NH:4][CH2:3][CH2:2][NH:1][C:56](=[O:57])[C:55]3[CH:54]=[CH:53][C:52]([N+:49]([O-:51])=[O:50])=[CH:60][CH:59]=3)=[O:28])=[C:8]2[CH3:27])=[O:26])=[CH:24][CH:23]=1, predict the reactants needed to synthesize it. The reactants are: [NH2:1][CH2:2][CH2:3][NH:4][C:5](=[O:28])[CH2:6][C:7]1[C:15]2[C:10](=[CH:11][CH:12]=[C:13]([O:16][CH3:17])[CH:14]=2)[N:9]([C:18](=[O:26])[C:19]2[CH:24]=[CH:23][C:22]([Cl:25])=[CH:21][CH:20]=2)[C:8]=1[CH3:27].CCN=C=NCCCN(C)C.CCN(C(C)C)C(C)C.[N+:49]([C:52]1[CH:60]=[CH:59][C:55]([C:56](O)=[O:57])=[CH:54][CH:53]=1)([O-:51])=[O:50].C1C=CC2N(O)N=NC=2C=1. (2) Given the product [C:56]([OH:57])(=[O:12])[C:37]([OH:45])=[O:44].[C:56]([OH:57])(=[O:12])[C:37]([OH:45])=[O:44].[OH:12][C@H:11]([C:13]1[C:22]2[C:17](=[CH:18][CH:19]=[C:20]([O:23][CH3:24])[CH:21]=2)[N:16]=[CH:15][CH:14]=1)[CH2:10][N:7]1[CH2:8][CH2:9][N:4]([CH2:3][CH2:2][NH:1][C:37](=[O:44])[C:38]2[CH:43]=[CH:42][CH:41]=[CH:40][CH:39]=2)[CH2:5][CH2:6]1, predict the reactants needed to synthesize it. The reactants are: [NH2:1][CH2:2][CH2:3][N:4]1[CH2:9][CH2:8][N:7]([CH2:10][C@@H:11]([C:13]2[C:22]3[C:17](=[CH:18][CH:19]=[C:20]([O:23][CH3:24])[CH:21]=3)[N:16]=[CH:15][CH:14]=2)[OH:12])[CH2:6][CH2:5]1.Cl.CN(C)CCCN=C=NCC.[C:37]([OH:45])(=[O:44])[C:38]1[CH:43]=[CH:42][CH:41]=[CH:40][CH:39]=1.C(N(CC)CC)C.CN([CH:56]=[O:57])C. (3) Given the product [OH:18][C:12]1[CH:17]=[CH:16][C:15]([SH:1]2[CH:5]=[CH:4][C:3]([CH:6]3[CH2:11][CH2:10][CH2:9][CH2:8][CH2:7]3)=[CH:2]2)=[CH:14][CH:13]=1, predict the reactants needed to synthesize it. The reactants are: [S:1]1[CH:5]=[CH:4][C:3]([C:6]2[CH2:11][CH2:10][CH2:9][CH2:8][CH:7]=2)=[CH:2]1.[C:12]1([OH:18])[CH:17]=[CH:16][CH:15]=[CH:14][CH:13]=1.B(F)(F)F.C(Cl)Cl. (4) Given the product [CH3:14][C:13](=[CH2:12])[CH2:15][O:10][C:8]1[CH:9]=[C:4]([C:2](=[O:3])[CH3:1])[CH:5]=[CH:6][CH:7]=1, predict the reactants needed to synthesize it. The reactants are: [CH3:1][C:2]([C:4]1[CH:5]=[CH:6][CH:7]=[C:8]([OH:10])[CH:9]=1)=[O:3].Cl[CH2:12][C:13]([CH3:15])=[CH2:14].C(=O)([O-])[O-].[K+].[K+]. (5) Given the product [C:1]([C:3]1[CH:8]=[CH:7][C:6]([CH:9]2[N:14]([C:15]([N:43]([CH3:44])[CH3:42])=[O:17])[C:13](=[O:27])[N:12]([C:28]3[CH:33]=[CH:32][CH:31]=[C:30]([C:34]([F:35])([F:36])[F:37])[CH:29]=3)[C:11]3[CH2:38][CH2:39][C:40](=[O:41])[C:10]2=3)=[CH:5][CH:4]=1)#[N:2], predict the reactants needed to synthesize it. The reactants are: [C:1]([C:3]1[CH:8]=[CH:7][C:6]([CH:9]2[N:14]([C:15]([O:17]C3C=CC([N+]([O-])=O)=CC=3)=O)[C:13](=[O:27])[N:12]([C:28]3[CH:33]=[CH:32][CH:31]=[C:30]([C:34]([F:37])([F:36])[F:35])[CH:29]=3)[C:11]3[CH2:38][CH2:39][C:40](=[O:41])[C:10]2=3)=[CH:5][CH:4]=1)#[N:2].[CH3:42][NH:43][CH3:44].O.CN(C)C=O. (6) Given the product [CH3:12][O:11][C:8]1([C:5]2[CH:6]=[CH:7][C:2]([C:18]#[C:17][Si:14]([CH3:16])([CH3:15])[CH3:13])=[CH:3][CH:4]=2)[CH2:10][CH2:9]1, predict the reactants needed to synthesize it. The reactants are: Br[C:2]1[CH:7]=[CH:6][C:5]([C:8]2([O:11][CH3:12])[CH2:10][CH2:9]2)=[CH:4][CH:3]=1.[CH3:13][Si:14]([C:17]#[CH:18])([CH3:16])[CH3:15].